Dataset: Aqueous solubility values for 9,982 compounds from the AqSolDB database. Task: Regression/Classification. Given a drug SMILES string, predict its absorption, distribution, metabolism, or excretion properties. Task type varies by dataset: regression for continuous measurements (e.g., permeability, clearance, half-life) or binary classification for categorical outcomes (e.g., BBB penetration, CYP inhibition). For this dataset (solubility_aqsoldb), we predict Y. (1) The compound is CC(=O)OC[C@H]1O[C@H](O[C@]2(COC(C)=O)O[C@H](COC(C)=O)[C@@H](OC(C)=O)[C@@H]2OC(C)=O)[C@H](OC(C)=O)[C@@H](OC(C)=O)[C@@H]1OC(C)=O. The Y is -2.87 log mol/L. (2) The drug is OCCO. The Y is 1.21 log mol/L. (3) The molecule is ClC1=C(Cl)C(Cl)(C2(Cl)C(Cl)=C(Cl)C(Cl)=C2Cl)C(Cl)=C1Cl. The Y is -7.28 log mol/L. (4) The compound is Cn1cnc2c(=O)n(C)c(=O)n(C)c2c1=O. The Y is -1.99 log mol/L. (5) The molecule is Cc1ccc(-c2ccccc2)cc1. The Y is -4.62 log mol/L.